This data is from Experimentally validated miRNA-target interactions with 360,000+ pairs, plus equal number of negative samples. The task is: Binary Classification. Given a miRNA mature sequence and a target amino acid sequence, predict their likelihood of interaction. The miRNA is hsa-miR-30a-5p with sequence UGUAAACAUCCUCGACUGGAAG. The protein sequence of the target gene is MSESLVVCDVAEDLVEKLRKFRFRKETNNAAIIMKIDKDKRLVVLDEELEGISPDELKDELPERQPRFIVYSYKYQHDDGRVSYPLCFIFSSPVGCKPEQQMMYAGSKNKLVQTAELTKVFEIRNTEDLTEEWLREKLGFFH. Result: 1 (interaction).